Dataset: Catalyst prediction with 721,799 reactions and 888 catalyst types from USPTO. Task: Predict which catalyst facilitates the given reaction. (1) Reactant: Cl[C:2]1[C:12]([C:13]#[N:14])=[CH:11][C:5]([C:6]([O:8][CH2:9][CH3:10])=[O:7])=[C:4]([CH:15]([CH3:17])[CH3:16])[N:3]=1.Cl.[Cl:19][C:20]1[S:24][C:23]([S:25]([NH:28][C:29]([CH:31]2[CH2:36][CH2:35][NH:34][CH2:33][CH2:32]2)=[O:30])(=[O:27])=[O:26])=[CH:22][CH:21]=1.CCN(C(C)C)C(C)C. Product: [Cl:19][C:20]1[S:24][C:23]([S:25]([NH:28][C:29]([CH:31]2[CH2:36][CH2:35][N:34]([C:2]3[C:12]([C:13]#[N:14])=[CH:11][C:5]([C:6]([O:8][CH2:9][CH3:10])=[O:7])=[C:4]([CH:15]([CH3:17])[CH3:16])[N:3]=3)[CH2:33][CH2:32]2)=[O:30])(=[O:26])=[O:27])=[CH:22][CH:21]=1. The catalyst class is: 474. (2) Reactant: C(OC(=O)[NH:7][C:8](=[NH:32])[C:9]1[S:10][C:11]([S:30][CH3:31])=[C:12]([S:14]([C:17]2[CH:22]=[CH:21][CH:20]=[C:19]([C:23]3[C:24]([CH3:29])=[N:25][CH:26]=[N:27][CH:28]=3)[CH:18]=2)(=[O:16])=[O:15])[CH:13]=1)(C)(C)C.FC(F)(F)C(O)=O. Product: [CH3:29][C:24]1[C:23]([C:19]2[CH:18]=[C:17]([S:14]([C:12]3[CH:13]=[C:9]([C:8]([NH2:32])=[NH:7])[S:10][C:11]=3[S:30][CH3:31])(=[O:15])=[O:16])[CH:22]=[CH:21][CH:20]=2)=[CH:28][N:27]=[CH:26][N:25]=1. The catalyst class is: 46. (3) Reactant: [CH3:1][C:2]1[C:10]2[C:9]([NH:11][C:12]3[CH:17]=[CH:16][CH:15]=[CH:14][C:13]=3[O:18][CH:19]3[CH2:23][CH2:22][NH:21][CH2:20]3)=[N:8][CH:7]=[N:6][C:5]=2[S:4][CH:3]=1.C(Cl)Cl.CN(C=O)C.[CH3:32][S:33](Cl)(=[O:35])=[O:34]. Product: [CH3:32][S:33]([N:21]1[CH2:22][CH2:23][CH:19]([O:18][C:13]2[CH:14]=[CH:15][CH:16]=[CH:17][C:12]=2[NH:11][C:9]2[C:10]3[C:2]([CH3:1])=[CH:3][S:4][C:5]=3[N:6]=[CH:7][N:8]=2)[CH2:20]1)(=[O:35])=[O:34]. The catalyst class is: 74. (4) The catalyst class is: 3. Product: [C:31]([O-:33])(=[O:32])[CH3:30].[NH4+:11].[F:21][C:22]1[C:23]2[N:24]([N:38]=[C:39]([C:45]3[CH:46]=[CH:47][C:48]([F:51])=[CH:49][CH:50]=3)[C:40]=2[C:41]([NH:42][CH3:43])=[O:44])[CH:25]=[CH:26][C:27]=1[C:28]1[CH:29]=[C:30]([C:31](=[O:32])[NH:11][C:8]2([C:2]3[CH:7]=[CH:6][CH:5]=[CH:4][CH:3]=3)[CH2:10][CH2:9]2)[CH:34]=[CH:35][C:36]=1[CH3:37]. Reactant: Cl.[C:2]1([C:8]2([NH2:11])[CH2:10][CH2:9]2)[CH:7]=[CH:6][CH:5]=[CH:4][CH:3]=1.C(N(C(C)C)CC)(C)C.[F:21][C:22]1[C:23]2[N:24]([N:38]=[C:39]([C:45]3[CH:50]=[CH:49][C:48]([F:51])=[CH:47][CH:46]=3)[C:40]=2[C:41](=[O:44])[NH:42][CH3:43])[CH:25]=[CH:26][C:27]=1[C:28]1[CH:29]=[C:30]([CH:34]=[CH:35][C:36]=1[CH3:37])[C:31]([OH:33])=[O:32].CN(C(ON1N=NC2C=CC=NC1=2)=[N+](C)C)C.F[P-](F)(F)(F)(F)F. (5) Reactant: C(OC([N:8]1[CH2:13][CH2:12][CH:11]([O:14][CH2:15][CH2:16][O:17][CH3:18])[CH2:10][CH2:9]1)=O)(C)(C)C.[ClH:19].O1CCOCC1. Product: [ClH:19].[CH3:18][O:17][CH2:16][CH2:15][O:14][CH:11]1[CH2:12][CH2:13][NH:8][CH2:9][CH2:10]1. The catalyst class is: 5. (6) Product: [O:12]=[CH:13]/[CH:14]=[CH:15]/[C:2]1[CH:9]=[CH:8][CH:7]=[CH:6][C:3]=1[C:4]#[N:5]. The catalyst class is: 44. Reactant: Br[C:2]1[CH:9]=[CH:8][CH:7]=[CH:6][C:3]=1[C:4]#[N:5].C([O:12][CH:13](OCC)[CH:14]=[CH2:15])C.CCN(C(C)C)C(C)C.Cl. (7) Reactant: [F:1][C:2]1([F:30])[CH2:8][N:7]([CH:9]([CH3:11])[CH3:10])[C:6]2[N:12]=[C:13]([NH:16][C:17]3[CH:25]=[CH:24][C:20]([C:21]([OH:23])=O)=[CH:19][C:18]=3[O:26][CH3:27])[N:14]=[CH:15][C:5]=2[N:4]([CH3:28])[C:3]1=[O:29].C([N:33](C(C)C)C(C)C)C.[Cl-].[NH4+]. Product: [F:30][C:2]1([F:1])[CH2:8][N:7]([CH:9]([CH3:11])[CH3:10])[C:6]2[N:12]=[C:13]([NH:16][C:17]3[CH:25]=[CH:24][C:20]([C:21]([NH2:33])=[O:23])=[CH:19][C:18]=3[O:26][CH3:27])[N:14]=[CH:15][C:5]=2[N:4]([CH3:28])[C:3]1=[O:29]. The catalyst class is: 9.